This data is from Forward reaction prediction with 1.9M reactions from USPTO patents (1976-2016). The task is: Predict the product of the given reaction. (1) Given the reactants [NH2:1][C:2]1[CH:3]=[C:4]([C:8]2[C:16]3[C:11](=[N:12][CH:13]=[N:14][C:15]=3[NH2:17])[N:10]([CH:18]([CH3:20])[CH3:19])[N:9]=2)[CH:5]=[CH:6][CH:7]=1.C(N(C(C)C)CC)(C)C.[C:30](Cl)(=[O:33])[CH:31]=[CH2:32], predict the reaction product. The product is: [NH2:17][C:15]1[N:14]=[CH:13][N:12]=[C:11]2[N:10]([CH:18]([CH3:20])[CH3:19])[N:9]=[C:8]([C:4]3[CH:3]=[C:2]([NH:1][C:30](=[O:33])[CH:31]=[CH2:32])[CH:7]=[CH:6][CH:5]=3)[C:16]=12. (2) Given the reactants [Cl-].[Cl-].[Cl-].[Al+3].[CH:5]1[C:10]2[CH2:11][CH2:12][CH2:13][CH2:14][C:15](=[O:16])[C:9]=2[CH:8]=[CH:7][CH:6]=1.[Br:17]Br, predict the reaction product. The product is: [Br:17][C:7]1[CH:6]=[CH:5][C:10]2[CH2:11][CH2:12][CH2:13][CH2:14][C:15](=[O:16])[C:9]=2[CH:8]=1. (3) Given the reactants [C:1]([C:3]1[CH:8]=[CH:7][C:6]([C:9]2[O:10][C:11]([C:14]([OH:16])=O)=[CH:12][N:13]=2)=[C:5]([F:17])[CH:4]=1)#[N:2].[C:18]([O:22][C:23]([N:25]1[CH2:30][CH2:29][CH:28]([NH:31][CH:32]2[CH2:34][CH2:33]2)[CH2:27][CH2:26]1)=[O:24])([CH3:21])([CH3:20])[CH3:19], predict the reaction product. The product is: [C:18]([O:22][C:23]([N:25]1[CH2:30][CH2:29][CH:28]([N:31]([C:14]([C:11]2[O:10][C:9]([C:6]3[CH:7]=[CH:8][C:3]([C:1]#[N:2])=[CH:4][C:5]=3[F:17])=[N:13][CH:12]=2)=[O:16])[CH:32]2[CH2:33][CH2:34]2)[CH2:27][CH2:26]1)=[O:24])([CH3:21])([CH3:19])[CH3:20]. (4) Given the reactants Cl[C:2]1[C:7]([C:8]([C:10](=[CH:16][NH:17][CH2:18][C:19]2[CH:24]=[CH:23][C:22]([C:25]([F:28])([F:27])[F:26])=[CH:21][CH:20]=2)[C:11]([O:13][CH2:14][CH3:15])=[O:12])=[O:9])=[CH:6][C:5]([F:29])=[C:4]([Cl:30])[N:3]=1.C(=O)([O-])[O-].[K+].[K+], predict the reaction product. The product is: [Cl:30][C:4]1[N:3]=[C:2]2[C:7]([C:8](=[O:9])[C:10]([C:11]([O:13][CH2:14][CH3:15])=[O:12])=[CH:16][N:17]2[CH2:18][C:19]2[CH:24]=[CH:23][C:22]([C:25]([F:26])([F:28])[F:27])=[CH:21][CH:20]=2)=[CH:6][C:5]=1[F:29]. (5) Given the reactants Cl.[NH2:2][CH:3]1[C:15]2[CH:14]=[CH:13][CH:12]=[CH:11][C:10]=2[C:9]2[C:4]1=[CH:5][CH:6]=[CH:7][CH:8]=2.[Cl:16][C:17]1[N:22]=[C:21](Cl)[C:20]([F:24])=[CH:19][N:18]=1.C(N(C(C)C)CC)(C)C, predict the reaction product. The product is: [Cl:16][C:17]1[N:22]=[C:21]([NH:2][CH:3]2[C:15]3[CH:14]=[CH:13][CH:12]=[CH:11][C:10]=3[C:9]3[C:4]2=[CH:5][CH:6]=[CH:7][CH:8]=3)[C:20]([F:24])=[CH:19][N:18]=1.